Dataset: Reaction yield outcomes from USPTO patents with 853,638 reactions. Task: Predict the reaction yield, written as a fraction of the theoretical maximum amount of product (1.0 means a 100% yield; for example, 0.34 means a 34% yield). (1) The reactants are [F:1][C:2]1[CH:3]=[C:4]([CH:8]=[CH:9][C:10]=1[O:11][CH:12]([C:19]1[CH:20]=[N:21][C:22]([C:25]2[CH:30]=[CH:29][C:28]([C:31]([F:34])([F:33])[F:32])=[CH:27][CH:26]=2)=[CH:23][CH:24]=1)[CH2:13][CH2:14][CH2:15][CH2:16][CH2:17][CH3:18])[C:5](O)=[O:6].C1CN([P+](ON2N=NC3C=CC=CC2=3)(N2CCCC2)N2CCCC2)CC1.F[P-](F)(F)(F)(F)F.Cl.[CH3:69][O:70][C:71](=[O:75])[CH2:72][CH2:73][NH2:74].C(N(CC)CC)C. The catalyst is CN(C)C=O.O.C(OCC)(=O)C. The product is [CH3:69][O:70][C:71](=[O:75])[CH2:72][CH2:73][NH:74][C:5](=[O:6])[C:4]1[CH:8]=[CH:9][C:10]([O:11][CH:12]([C:19]2[CH:20]=[N:21][C:22]([C:25]3[CH:26]=[CH:27][C:28]([C:31]([F:33])([F:32])[F:34])=[CH:29][CH:30]=3)=[CH:23][CH:24]=2)[CH2:13][CH2:14][CH2:15][CH2:16][CH2:17][CH3:18])=[C:2]([F:1])[CH:3]=1. The yield is 0.990. (2) The reactants are C[N:2]([CH:4]=[C:5]([C:11](=O)[CH2:12][CH2:13][CH3:14])[C:6]([O:8][CH2:9][CH3:10])=[O:7])C.C(OC(C)(C)C)(=O)[NH:17]N. The catalyst is C(O)C. The product is [CH2:12]([C:11]1[C:5]([C:6]([O:8][CH2:9][CH3:10])=[O:7])=[CH:4][NH:2][N:17]=1)[CH2:13][CH3:14]. The yield is 0.880. (3) The reactants are [F:1][C:2]1[C:11]([CH:12]([CH3:16])[CH:13](O)[OH:14])=[C:10]2[C:5]([CH:6]=[CH:7][C:8]([O:17]C)=[N:9]2)=[CH:4][CH:3]=1.N1C=CC=CC=1.[CH3:25][S:26](O[S:26]([CH3:25])(=[O:28])=[O:27])(=[O:28])=[O:27]. The catalyst is ClC(Cl)C. The product is [CH3:25][S:26]([O:14][CH2:13][CH:12]1[C:11]2=[C:10]3[C:5](=[CH:4][CH:3]=[C:2]2[F:1])[CH:6]=[CH:7][C:8](=[O:17])[N:9]3[CH2:16]1)(=[O:28])=[O:27]. The yield is 0.730. (4) The reactants are [CH2:1]([N:3]([CH2:11][C:12]1[CH:13]=[N:14][CH:15]=[C:16]([C:19]2[CH:20]=[C:21]3[C:25](=[CH:26][CH:27]=2)[N:24](C2CCCCO2)[N:23]=[C:22]3[C:34]2[N:35](COCC[Si](C)(C)C)[CH:36]=[C:37]([CH3:39])[N:38]=2)[C:17]=1[CH3:18])C(=O)OC(C)(C)C)[CH3:2]. The catalyst is O1CCOCC1.Cl. The product is [CH3:18][C:17]1[C:16]([C:19]2[CH:20]=[C:21]3[C:25](=[CH:26][CH:27]=2)[NH:24][N:23]=[C:22]3[C:34]2[NH:35][CH:36]=[C:37]([CH3:39])[N:38]=2)=[CH:15][N:14]=[CH:13][C:12]=1[CH2:11][NH:3][CH2:1][CH3:2]. The yield is 0.780. (5) The reactants are [Cl:1][C:2]1[CH:11]=[CH:10][C:9]2[C:4](=[C:5]3[CH:26]=[CH:25][CH:24]=[CH:23][C:6]3=[C:7]3[NH:14][C:13]([C:15]4[C:20](Br)=[CH:19][CH:18]=[CH:17][C:16]=4Br)=[N:12][C:8]3=2)[N:3]=1.[C:27]([Cu])#[N:28].[NH4+].[OH-].C(OCC)(=O)C.[CH3:38][N:39](C=O)C. The catalyst is [Cl-].[Na+].O. The product is [Cl:1][C:2]1[CH:11]=[CH:10][C:9]2[C:4](=[C:5]3[CH:26]=[CH:25][CH:24]=[CH:23][C:6]3=[C:7]3[NH:14][C:13]([C:15]4[C:20]([C:27]#[N:28])=[CH:19][CH:18]=[CH:17][C:16]=4[C:38]#[N:39])=[N:12][C:8]3=2)[N:3]=1. The yield is 0.410. (6) The reactants are [F:1][C:2]1[CH:3]=[C:4]([C:9]2[CH:14]=[CH:13][C:12]([C:15]([NH:17][C@H:18]([C:25]([O:27][CH2:28][C:29]3[CH:34]=[CH:33][CH:32]=[CH:31][CH:30]=3)=[O:26])[CH2:19][C:20]([O:22][CH2:23][CH3:24])=[O:21])=[O:16])=[C:11]([N+:35]([O-])=O)[CH:10]=2)[CH:5]=[CH:6][C:7]=1[F:8].[H][H]. The catalyst is CO.CCOCC. The product is [NH2:35][C:11]1[CH:10]=[C:9]([C:4]2[CH:5]=[CH:6][C:7]([F:8])=[C:2]([F:1])[CH:3]=2)[CH:14]=[CH:13][C:12]=1[C:15]([NH:17][C@H:18]([C:25]([O:27][CH2:28][C:29]1[CH:34]=[CH:33][CH:32]=[CH:31][CH:30]=1)=[O:26])[CH2:19][C:20]([O:22][CH2:23][CH3:24])=[O:21])=[O:16]. The yield is 0.990. (7) The reactants are [Cl:1][C:2]1[CH:22]=[CH:21][C:5]([CH2:6][N:7]2[C:15](=[O:16])[C:14]3[N:13]([CH3:17])[C:12]([CH2:18][CH3:19])=[N:11][C:10]=3[NH:9][C:8]2=[O:20])=[CH:4][CH:3]=1.C([O-])([O-])=O.[Cs+].[Cs+].[Br:29][CH2:30][CH2:31][CH2:32]Br.O. The catalyst is CN(C=O)C. The product is [Br:29][CH2:30][CH2:31][CH2:32][N:9]1[C:10]2[N:11]=[C:12]([CH2:18][CH3:19])[N:13]([CH3:17])[C:14]=2[C:15](=[O:16])[N:7]([CH2:6][C:5]2[CH:21]=[CH:22][C:2]([Cl:1])=[CH:3][CH:4]=2)[C:8]1=[O:20]. The yield is 0.760.